This data is from Retrosynthesis with 50K atom-mapped reactions and 10 reaction types from USPTO. The task is: Predict the reactants needed to synthesize the given product. Given the product O=C(O)COc1ccc(SCc2ccc(Cc3ccc(C(F)(F)F)cc3)cc2)c2c1CCC2, predict the reactants needed to synthesize it. The reactants are: COC(=O)COc1ccc(SCc2ccc(Cc3ccc(C(F)(F)F)cc3)cc2)c2c1CCC2.